Dataset: Aqueous solubility values for 9,982 compounds from the AqSolDB database. Task: Regression/Classification. Given a drug SMILES string, predict its absorption, distribution, metabolism, or excretion properties. Task type varies by dataset: regression for continuous measurements (e.g., permeability, clearance, half-life) or binary classification for categorical outcomes (e.g., BBB penetration, CYP inhibition). For this dataset (solubility_aqsoldb), we predict Y. (1) The drug is COC(=O)c1c(C(F)F)nc(C(F)(F)F)c(C2=NCCS2)c1CC(C)C. The Y is -5.20 log mol/L. (2) The molecule is Brc1ccccc1Br. The Y is -3.50 log mol/L. (3) The molecule is O=S(=O)(O)c1ccc2ccccc2c1. The Y is 0.230 log mol/L.